Predict which catalyst facilitates the given reaction. From a dataset of Catalyst prediction with 721,799 reactions and 888 catalyst types from USPTO. (1) Reactant: [CH3:1][C:2]1[N:6]([CH2:7][C:8]2[C:17]3[C:12](=[CH:13][CH:14]=[CH:15][CH:16]=3)[CH:11]=[CH:10][CH:9]=2)[C:5]2[CH:18]=[C:19]([N:23]3[CH2:28][CH2:27][O:26][CH2:25][CH2:24]3)[CH:20]=[C:21]([OH:22])[C:4]=2[N:3]=1.N1C=CN=C1.[CH3:34][C:35]([Si:38](Cl)([C:45]1[CH:50]=[CH:49][CH:48]=[CH:47][CH:46]=1)[C:39]1[CH:44]=[CH:43][CH:42]=[CH:41][CH:40]=1)([CH3:37])[CH3:36]. Product: [CH3:37][C:35]([Si:38]([C:45]1[CH:50]=[CH:49][CH:48]=[CH:47][CH:46]=1)([C:39]1[CH:40]=[CH:41][CH:42]=[CH:43][CH:44]=1)[O:22][C:21]1[C:4]2[N:3]=[C:2]([CH3:1])[N:6]([CH2:7][C:8]3[C:17]4[C:12](=[CH:13][CH:14]=[CH:15][CH:16]=4)[CH:11]=[CH:10][CH:9]=3)[C:5]=2[CH:18]=[C:19]([N:23]2[CH2:28][CH2:27][O:26][CH2:25][CH2:24]2)[CH:20]=1)([CH3:34])[CH3:36]. The catalyst class is: 2. (2) Reactant: Cl[CH2:2][C:3]1[N:4]=[C:5]([C:9]2[O:10][CH:11]=[CH:12][CH:13]=2)[O:6][C:7]=1[CH3:8].[OH:14][C:15]1[CH:16]=[C:17]([CH:20]=[CH:21][C:22]=1[O:23][CH3:24])[CH:18]=[O:19].C(=O)([O-])[O-].[K+].[K+].CN(C)C=O. Product: [O:10]1[CH:11]=[CH:12][CH:13]=[C:9]1[C:5]1[O:6][C:7]([CH3:8])=[C:3]([CH2:2][O:14][C:15]2[CH:16]=[C:17]([CH:20]=[CH:21][C:22]=2[O:23][CH3:24])[CH:18]=[O:19])[N:4]=1. The catalyst class is: 6. (3) Reactant: [F:1][C:2]1[C:3]([C:15]2[N:16]([CH:21]([CH3:23])[CH3:22])[C:17]([CH3:20])=[N:18][CH:19]=2)=[N:4][C:5]([NH:8][CH:9]2[CH2:14][CH2:13][NH:12][CH2:11][CH2:10]2)=[N:6][CH:7]=1.[S:24](Cl)(Cl)(=[O:26])=[O:25].[NH2:29][CH2:30][CH2:31][N:32]1[CH2:36][CH2:35][CH2:34][CH2:33]1. The catalyst class is: 2. Product: [F:1][C:2]1[C:3]([C:15]2[N:16]([CH:21]([CH3:23])[CH3:22])[C:17]([CH3:20])=[N:18][CH:19]=2)=[N:4][C:5]([NH:8][CH:9]2[CH2:10][CH2:11][N:12]([S:24]([NH:29][CH2:30][CH2:31][N:32]3[CH2:36][CH2:35][CH2:34][CH2:33]3)(=[O:26])=[O:25])[CH2:13][CH2:14]2)=[N:6][CH:7]=1. (4) Reactant: [Cl:1][C:2]1[C:3]([CH3:30])=[C:4]([CH2:13][O:14][C:15]2[CH:20]=[CH:19][C:18]([CH2:21][CH2:22][C:23]([O:25]CC)=[O:24])=[C:17]([CH3:28])[C:16]=2[CH3:29])[C:5]2[O:9][C:8]([CH2:10][CH3:11])=[CH:7][C:6]=2[CH:12]=1.[Li+].[OH-].Cl. Product: [Cl:1][C:2]1[C:3]([CH3:30])=[C:4]([CH2:13][O:14][C:15]2[CH:20]=[CH:19][C:18]([CH2:21][CH2:22][C:23]([OH:25])=[O:24])=[C:17]([CH3:28])[C:16]=2[CH3:29])[C:5]2[O:9][C:8]([CH2:10][CH3:11])=[CH:7][C:6]=2[CH:12]=1. The catalyst class is: 30. (5) Reactant: [CH:1]1([C:7]2[C:15]3[C:10](=[CH:11][C:12]([C:16]([O:18]C)=[O:17])=[CH:13][CH:14]=3)[N:9]([CH2:20][C:21]([N:23]([CH3:25])[CH3:24])=[O:22])[C:8]=2[C:26]2[CH:27]=[N:28][C:29]([O:32][CH3:33])=[CH:30][CH:31]=2)[CH2:6][CH2:5][CH2:4][CH2:3][CH2:2]1.CO.Cl. Product: [CH:1]1([C:7]2[C:15]3[C:10](=[CH:11][C:12]([C:16]([OH:18])=[O:17])=[CH:13][CH:14]=3)[N:9]([CH2:20][C:21]([N:23]([CH3:25])[CH3:24])=[O:22])[C:8]=2[C:26]2[CH:27]=[N:28][C:29]([O:32][CH3:33])=[CH:30][CH:31]=2)[CH2:6][CH2:5][CH2:4][CH2:3][CH2:2]1. The catalyst class is: 1.